Dataset: Full USPTO retrosynthesis dataset with 1.9M reactions from patents (1976-2016). Task: Predict the reactants needed to synthesize the given product. (1) Given the product [C:1]([O:5][C:6](=[O:17])[NH:7][CH2:8][CH2:9][C:10]1[CH:15]=[CH:14][C:13]([O:16][C:21]2[C:22]([C:23](=[O:24])[NH2:25])=[CH:26][CH:27]=[CH:28][N:29]=2)=[CH:12][CH:11]=1)([CH3:4])([CH3:2])[CH3:3], predict the reactants needed to synthesize it. The reactants are: [C:1]([O:5][C:6](=[O:17])[NH:7][CH2:8][CH2:9][C:10]1[CH:15]=[CH:14][C:13]([OH:16])=[CH:12][CH:11]=1)([CH3:4])([CH3:3])[CH3:2].[H-].[Na+].Cl[C:21]1[N:29]=[CH:28][CH:27]=[CH:26][C:22]=1[C:23]([NH2:25])=[O:24].[OH-].[Na+]. (2) Given the product [C:1]([O:5][C:6]([N:8]1[CH2:13][CH2:12][CH:11]([NH:23][CH2:22][C:17]2[C:16]([CH3:15])=[CH:21][CH:20]=[CH:19][N:18]=2)[CH2:10][CH2:9]1)=[O:7])([CH3:4])([CH3:3])[CH3:2], predict the reactants needed to synthesize it. The reactants are: [C:1]([O:5][C:6]([N:8]1[CH2:13][CH2:12][C:11](=O)[CH2:10][CH2:9]1)=[O:7])([CH3:4])([CH3:3])[CH3:2].[CH3:15][C:16]1[C:17]([CH2:22][NH2:23])=[N:18][CH:19]=[CH:20][CH:21]=1.[BH-](OC(C)=O)(OC(C)=O)OC(C)=O.[Na+]. (3) Given the product [NH2:25][C:26]1[C:31]([C:32]#[N:33])=[C:30]([NH:24][CH:22]([C:7]2[C:8]([C:12]3[CH:17]=[CH:16][CH:15]=[CH:14][C:13]=3[S:18]([CH3:21])(=[O:20])=[O:19])=[N:9][C:10]3[C:5]([CH:6]=2)=[N:4][CH:3]=[C:2]([F:1])[CH:11]=3)[CH3:23])[N:29]=[CH:28][N:27]=1, predict the reactants needed to synthesize it. The reactants are: [F:1][C:2]1[CH:11]=[C:10]2[C:5]([CH:6]=[C:7]([CH:22]([NH2:24])[CH3:23])[C:8]([C:12]3[CH:17]=[CH:16][CH:15]=[CH:14][C:13]=3[S:18]([CH3:21])(=[O:20])=[O:19])=[N:9]2)=[N:4][CH:3]=1.[NH2:25][C:26]1[C:31]([C:32]#[N:33])=[C:30](Cl)[N:29]=[CH:28][N:27]=1.C(N(C(C)C)CC)(C)C.O. (4) Given the product [ClH:19].[NH2:3][CH2:4][C:5]([C:7]1[CH:11]=[C:10]([C:12](=[O:20])[C:13]2[CH:18]=[CH:17][C:16]([Cl:19])=[CH:15][CH:14]=2)[N:9]([CH3:21])[CH:8]=1)=[O:6], predict the reactants needed to synthesize it. The reactants are: C([N:3](C=O)[CH2:4][C:5]([C:7]1[CH:11]=[C:10]([C:12](=[O:20])[C:13]2[CH:18]=[CH:17][C:16]([Cl:19])=[CH:15][CH:14]=2)[N:9]([CH3:21])[CH:8]=1)=[O:6])=O. (5) Given the product [F:8][C:9]1[CH:37]=[C:36]([F:38])[CH:35]=[CH:34][C:10]=1[O:11][CH:12]1[CH2:13][CH2:14][N:15]([C:18]2[N:19]=[C:20]3[CH2:33][CH2:32][N:31]([C:2](=[O:1])[CH3:4])[CH2:30][C:21]3=[N:22][C:23]=2[NH:24][C@H:25]([CH3:29])[CH2:26][O:27][CH3:28])[CH2:16][CH2:17]1, predict the reactants needed to synthesize it. The reactants are: [OH:1][C:2]([C:4](F)(F)F)=O.[F:8][C:9]1[CH:37]=[C:36]([F:38])[CH:35]=[CH:34][C:10]=1[O:11][CH:12]1[CH2:17][CH2:16][N:15]([C:18]2[N:19]=[C:20]3[CH2:33][CH2:32][NH:31][CH2:30][C:21]3=[N:22][C:23]=2[NH:24][C@H:25]([CH3:29])[CH2:26][O:27][CH3:28])[CH2:14][CH2:13]1.N1C=CC=CC=1.C(OC(=O)C)(=O)C. (6) Given the product [ClH:37].[N:8]1([C:5]2[CH:6]=[CH:7][C:2]([NH:1][S:34]([CH2:32][CH3:33])(=[O:36])=[O:35])=[C:3]([NH:22][S:23]([C:26]3[CH:27]=[CH:28][CH:29]=[CH:30][CH:31]=3)(=[O:24])=[O:25])[CH:4]=2)[CH2:14][CH2:13][CH2:12][NH:11][CH2:10][CH2:9]1, predict the reactants needed to synthesize it. The reactants are: [NH2:1][C:2]1[CH:7]=[CH:6][C:5]([N:8]2[CH2:14][CH2:13][CH2:12][N:11](C(OC(C)(C)C)=O)[CH2:10][CH2:9]2)=[CH:4][C:3]=1[NH:22][S:23]([C:26]1[CH:31]=[CH:30][CH:29]=[CH:28][CH:27]=1)(=[O:25])=[O:24].[CH2:32]([S:34]([Cl:37])(=[O:36])=[O:35])[CH3:33].